From a dataset of Peptide-MHC class I binding affinity with 185,985 pairs from IEDB/IMGT. Regression. Given a peptide amino acid sequence and an MHC pseudo amino acid sequence, predict their binding affinity value. This is MHC class I binding data. (1) The peptide sequence is FVKFNDYRK. The MHC is HLA-A11:01 with pseudo-sequence HLA-A11:01. The binding affinity (normalized) is 0.309. (2) The peptide sequence is SCEEGKLCY. The MHC is HLA-A26:01 with pseudo-sequence HLA-A26:01. The binding affinity (normalized) is 0. (3) The peptide sequence is DEFVADIPS. The MHC is HLA-A02:19 with pseudo-sequence HLA-A02:19. The binding affinity (normalized) is 0.0847. (4) The peptide sequence is MQNCLLRLK. The MHC is HLA-A11:01 with pseudo-sequence HLA-A11:01. The binding affinity (normalized) is 0.734. (5) The peptide sequence is GFTPPHGGLL. The MHC is Patr-A0901 with pseudo-sequence Patr-A0901. The binding affinity (normalized) is 0.339. (6) The peptide sequence is VALWNDGTV. The MHC is HLA-A26:01 with pseudo-sequence HLA-A26:01. The binding affinity (normalized) is 0.0847.